The task is: Predict the reactants needed to synthesize the given product.. This data is from Full USPTO retrosynthesis dataset with 1.9M reactions from patents (1976-2016). (1) Given the product [Br:1][C:2]1[CH:7]=[CH:6][C:5]([C:8]2[C:9]([C:10]3[CH:15]=[CH:14][N:13]=[CH:12][CH:11]=3)=[CH:18][N:19]([CH3:21])[N:20]=2)=[C:4]([F:17])[CH:3]=1, predict the reactants needed to synthesize it. The reactants are: [Br:1][C:2]1[CH:7]=[CH:6][C:5]([C:8](=O)[CH2:9][C:10]2[CH:15]=[CH:14][N:13]=[CH:12][CH:11]=2)=[C:4]([F:17])[CH:3]=1.[CH3:18][NH:19][NH2:20].[CH3:21]N(C(OC)OC)C. (2) Given the product [CH:10]1([CH:8]([N:6]2[CH:7]=[C:2]([B:17]3[O:18][C:19]([CH3:21])([CH3:20])[C:15]([CH3:31])([CH3:14])[O:16]3)[CH:3]=[CH:4][C:5]2=[O:13])[CH3:9])[CH2:12][CH2:11]1, predict the reactants needed to synthesize it. The reactants are: Br[C:2]1[CH:3]=[CH:4][C:5](=[O:13])[N:6]([CH:8]([CH:10]2[CH2:12][CH2:11]2)[CH3:9])[CH:7]=1.[CH3:14][C:15]1([CH3:31])[C:19]([CH3:21])([CH3:20])[O:18][B:17]([B:17]2[O:18][C:19]([CH3:21])([CH3:20])[C:15]([CH3:31])([CH3:14])[O:16]2)[O:16]1.C([O-])(=O)C.[K+].